This data is from Peptide-MHC class II binding affinity with 134,281 pairs from IEDB. The task is: Regression. Given a peptide amino acid sequence and an MHC pseudo amino acid sequence, predict their binding affinity value. This is MHC class II binding data. (1) The peptide sequence is RGDSRLTYQWHKEGS. The MHC is DRB1_0801 with pseudo-sequence DRB1_0801. The binding affinity (normalized) is 0.255. (2) The peptide sequence is SDAKTLVLNIKYTRP. The MHC is DRB1_1201 with pseudo-sequence DRB1_1201. The binding affinity (normalized) is 0.193.